From a dataset of Peptide-MHC class II binding affinity with 134,281 pairs from IEDB. Regression. Given a peptide amino acid sequence and an MHC pseudo amino acid sequence, predict their binding affinity value. This is MHC class II binding data. (1) The peptide sequence is EAIIRILQQLLFIHF. The MHC is DRB1_1201 with pseudo-sequence DRB1_1201. The binding affinity (normalized) is 0.433. (2) The peptide sequence is MTETLLVQNANPDCKTIL. The MHC is HLA-DQA10501-DQB10301 with pseudo-sequence HLA-DQA10501-DQB10301. The binding affinity (normalized) is 0. (3) The peptide sequence is VKLEGRVIDLGCGRG. The MHC is DRB1_1301 with pseudo-sequence DRB1_1301. The binding affinity (normalized) is 0.555. (4) The peptide sequence is EQISVLRKAFDAFDR. The MHC is HLA-DQA10501-DQB10201 with pseudo-sequence HLA-DQA10501-DQB10201. The binding affinity (normalized) is 0.145. (5) The peptide sequence is GKARTAWVDSGAQLG. The MHC is DRB1_1101 with pseudo-sequence DRB1_1101. The binding affinity (normalized) is 0.414.